From a dataset of Forward reaction prediction with 1.9M reactions from USPTO patents (1976-2016). Predict the product of the given reaction. (1) Given the reactants [Cl:1][C:2]1[CH:7]=[CH:6][C:5]([C:8]2[S:9][C:10]([C:17]3[CH:22]=[CH:21][CH:20]=[CH:19][CH:18]=3)=[C:11]([CH2:13][C:14]([NH2:16])=O)[N:12]=2)=[CH:4][CH:3]=1.P(Cl)(Cl)(Cl)=O.N, predict the reaction product. The product is: [Cl:1][C:2]1[CH:3]=[CH:4][C:5]([C:8]2[S:9][C:10]([C:17]3[CH:18]=[CH:19][CH:20]=[CH:21][CH:22]=3)=[C:11]([CH2:13][C:14]#[N:16])[N:12]=2)=[CH:6][CH:7]=1. (2) The product is: [Si:1]([O:18][CH:19]1[CH2:20][N:21]([C:23]([C:25]2[N:26]=[C:27]([N:30]3[CH2:33][CH:32]([O:34][S:36]([CH3:35])(=[O:38])=[O:37])[CH2:31]3)[O:28][CH:29]=2)=[O:24])[CH2:22]1)([C:14]([CH3:15])([CH3:17])[CH3:16])([C:2]1[CH:3]=[CH:4][CH:5]=[CH:6][CH:7]=1)[C:8]1[CH:13]=[CH:12][CH:11]=[CH:10][CH:9]=1. Given the reactants [Si:1]([O:18][CH:19]1[CH2:22][N:21]([C:23]([C:25]2[N:26]=[C:27]([N:30]3[CH2:33][CH:32]([OH:34])[CH2:31]3)[O:28][CH:29]=2)=[O:24])[CH2:20]1)([C:14]([CH3:17])([CH3:16])[CH3:15])([C:8]1[CH:13]=[CH:12][CH:11]=[CH:10][CH:9]=1)[C:2]1[CH:7]=[CH:6][CH:5]=[CH:4][CH:3]=1.[CH3:35][S:36](Cl)(=[O:38])=[O:37].C(N(CC)CC)C, predict the reaction product. (3) The product is: [Cl:1][C:2]1[CH:3]=[C:4]2[C:9](=[C:10]([C:12]3[C:21]4[C:16](=[CH:17][CH:18]=[CH:19][CH:20]=4)[CH:15]=[CH:14][CH:13]=3)[CH:11]=1)[N:8]=[C:7]([C:22]([OH:27])=[O:24])[CH:6]=[CH:5]2. Given the reactants [Cl:1][C:2]1[CH:3]=[C:4]2[C:9](=[C:10]([C:12]3[C:21]4[C:16](=[CH:17][CH:18]=[CH:19][CH:20]=4)[CH:15]=[CH:14][CH:13]=3)[CH:11]=1)[N:8]=[C:7]([C:22]#N)[CH:6]=[CH:5]2.[OH-:24].[Na+].C[OH:27], predict the reaction product. (4) Given the reactants [Cl:1][C:2]1[C:3](Cl)=[N:4][CH:5]=[C:6]([CH:10]=1)[C:7]([OH:9])=[O:8].[F:12][C:13]([F:17])([CH3:16])[CH2:14][OH:15], predict the reaction product. The product is: [Cl:1][C:2]1[C:3]([O:15][CH2:14][C:13]([F:17])([F:12])[CH3:16])=[N:4][CH:5]=[C:6]([CH:10]=1)[C:7]([OH:9])=[O:8]. (5) Given the reactants CB([CH:3]1[CH2:7][CH2:6][CH2:5][CH:4]1[C:8]1[CH:13]=[CH:12][CH:11]=[CH:10][CH:9]=1)[CH:3]1[CH2:7][CH2:6][CH2:5][CH:4]1[C:8]1[CH:13]=[CH:12][CH:11]=[CH:10][CH:9]=1.[NH2:25]OS(O)(=O)=O, predict the reaction product. The product is: [C:8]1([C@@H:4]2[CH2:5][CH2:6][CH2:7][C@H:3]2[NH2:25])[CH:13]=[CH:12][CH:11]=[CH:10][CH:9]=1. (6) Given the reactants [F:1][CH:2]([F:12])[C:3]1[CH:7]([C:8](O)=[O:9])[CH2:6][N:5]([CH3:11])[N:4]=1.C(Cl)(=O)C(Cl)=O.[Cl:19][C:20]1[CH:25]=[CH:24][C:23]([C:26]2[CH:31]=[CH:30][CH:29]=[CH:28][C:27]=2[NH2:32])=[CH:22][CH:21]=1.C(N(CC)CC)C, predict the reaction product. The product is: [Cl:19][C:20]1[CH:21]=[CH:22][C:23]([C:26]2[CH:31]=[CH:30][CH:29]=[CH:28][C:27]=2[NH:32][C:8]([CH:7]2[CH2:6][N:5]([CH3:11])[N:4]=[C:3]2[CH:2]([F:12])[F:1])=[O:9])=[CH:24][CH:25]=1.